The task is: Regression. Given a peptide amino acid sequence and an MHC pseudo amino acid sequence, predict their binding affinity value. This is MHC class II binding data.. This data is from Peptide-MHC class II binding affinity with 134,281 pairs from IEDB. The peptide sequence is EKKYFAPTQFEPLAA. The MHC is HLA-DQA10401-DQB10402 with pseudo-sequence HLA-DQA10401-DQB10402. The binding affinity (normalized) is 0.424.